From a dataset of Reaction yield outcomes from USPTO patents with 853,638 reactions. Predict the reaction yield, written as a fraction of the theoretical maximum amount of product (1.0 means a 100% yield; for example, 0.34 means a 34% yield). The reactants are [CH3:1][C:2]1[NH:7][C:6](=[O:8])[C:5]([C:9]#[N:10])=[C:4]([C:11]([F:14])([F:13])[F:12])[CH:3]=1.N#N.[ClH:17]. The catalyst is CO.[OH-].[OH-].[Pd+2]. The product is [ClH:17].[ClH:17].[NH2:10][CH2:9][C:5]1[C:6](=[O:8])[NH:7][C:2]([CH3:1])=[CH:3][C:4]=1[C:11]([F:12])([F:13])[F:14]. The yield is 1.00.